Dataset: Catalyst prediction with 721,799 reactions and 888 catalyst types from USPTO. Task: Predict which catalyst facilitates the given reaction. The catalyst class is: 396. Product: [Cl:37][C:33]1[N:32]=[C:31]([NH:1][CH2:2][C:3]2[CH:4]=[CH:5][C:6]([NH:9][C:10](=[O:18])[C:11]3[CH:16]=[CH:15][C:14]([F:17])=[CH:13][CH:12]=3)=[CH:7][CH:8]=2)[C:30]2[C:35](=[CH:36][C:27]([CH3:26])=[CH:28][CH:29]=2)[N:34]=1. Reactant: [NH2:1][CH2:2][C:3]1[CH:8]=[CH:7][C:6]([NH:9][C:10](=[O:18])[C:11]2[CH:16]=[CH:15][C:14]([F:17])=[CH:13][CH:12]=2)=[CH:5][CH:4]=1.C(N(CC)CC)C.[CH3:26][C:27]1[CH:36]=[C:35]2[C:30]([C:31](Cl)=[N:32][C:33]([Cl:37])=[N:34]2)=[CH:29][CH:28]=1.O.